This data is from Experimentally validated miRNA-target interactions with 360,000+ pairs, plus equal number of negative samples. The task is: Binary Classification. Given a miRNA mature sequence and a target amino acid sequence, predict their likelihood of interaction. (1) The miRNA is mmu-miR-10a-5p with sequence UACCCUGUAGAUCCGAAUUUGUG. The protein sequence of the target gene is MRPLTEEETRVMFEKIAKYIGENLQLLVDRPDGTYCFRLHNDRVYYVSEMMLKLAANISGDKLVSLGTCFGKFTKTHKFRLHVTALDYLAPYAKYKVWVKPGAEQSFLYGNHVLKSGLGRITENTSQYQGVVVYSMADIPLGFGVAAKSTQDCRKVDPMAIVVFHQADIGEYVRHEETLT. Result: 1 (interaction). (2) The miRNA is hsa-miR-513b-3p with sequence AAAUGUCACCUUUUUGAGAGGA. The protein sequence of the target gene is MSETAPLAPTIPAPAEKTPVKKKAKKAGATAGKRKASGPPVSELITKAVAASKERSGVSLAALKKALAAAGYDVEKNNSRIKLGLKSLVSKGTLVQTKGTGASGSFKLNKKAASGEGKPKAKKAGAAKPRKPAGAAKKPKKVAGAATPKKSIKKTPKKVKKPATAAGTKKVAKSAKKVKTPQPKKAAKSPAKAKAPKPKAAKPKSGKPKVTKAKKAAPKKK. Result: 0 (no interaction).